From a dataset of Peptide-MHC class II binding affinity with 134,281 pairs from IEDB. Regression. Given a peptide amino acid sequence and an MHC pseudo amino acid sequence, predict their binding affinity value. This is MHC class II binding data. (1) The peptide sequence is SGAGWSGMAEATSLD. The MHC is HLA-DQA10501-DQB10301 with pseudo-sequence HLA-DQA10501-DQB10301. The binding affinity (normalized) is 0.460. (2) The peptide sequence is LLGLLAPLASAQLSR. The MHC is DRB1_1501 with pseudo-sequence DRB1_1501. The binding affinity (normalized) is 0.828. (3) The peptide sequence is RFFVWGDEVPLLTKF. The MHC is DRB4_0101 with pseudo-sequence DRB4_0103. The binding affinity (normalized) is 0.0788. (4) The peptide sequence is SQDIELSWNLNGLQAY. The MHC is DRB1_0802 with pseudo-sequence DRB1_0802. The binding affinity (normalized) is 0.531. (5) The peptide sequence is ISSQYYIQQNGNLCY. The MHC is HLA-DQA10101-DQB10501 with pseudo-sequence HLA-DQA10101-DQB10501. The binding affinity (normalized) is 0.547. (6) The peptide sequence is LNKIVRMYSPVSILDI. The MHC is DRB1_0301 with pseudo-sequence DRB1_0301. The binding affinity (normalized) is 0.236. (7) The peptide sequence is ATPEAKFDSFVAAFT. The MHC is DRB5_0101 with pseudo-sequence DRB5_0101. The binding affinity (normalized) is 0.397. (8) The peptide sequence is GAMVATNFFGINTIP. The MHC is HLA-DPA10201-DPB10501 with pseudo-sequence HLA-DPA10201-DPB10501. The binding affinity (normalized) is 0.233. (9) The binding affinity (normalized) is 0.501. The MHC is HLA-DQA10303-DQB10402 with pseudo-sequence HLA-DQA10303-DQB10402. The peptide sequence is CGSLIGMTNRATWAS. (10) The peptide sequence is DGLVRDANNYEQQEQ. The MHC is DRB1_0404 with pseudo-sequence DRB1_0404. The binding affinity (normalized) is 0.510.